From a dataset of Retrosynthesis with 50K atom-mapped reactions and 10 reaction types from USPTO. Predict the reactants needed to synthesize the given product. (1) Given the product Fc1ccc(C(F)F)c(CN2CCN(c3ccc4nnc(C(F)F)n4n3)CC2)c1, predict the reactants needed to synthesize it. The reactants are: FC(F)c1nnc2ccc(N3CCNCC3)nn12.O=Cc1cc(F)ccc1C(F)F. (2) Given the product CCCC(=O)Nc1n[nH]c2cc(-c3cccc(O)c3)ccc12, predict the reactants needed to synthesize it. The reactants are: CCCC(=O)Nc1n[nH]c2cc(-c3cccc(OCc4ccccc4)c3)ccc12. (3) Given the product BrCCCCCCCCCCCCOCc1ccccc1, predict the reactants needed to synthesize it. The reactants are: BrCCCCCCCCCCCCBr.OCc1ccccc1. (4) Given the product CCCc1c(Cc2ccc(-c3ccccc3C#N)cc2)c(=O)n(-c2ccc3c(c2)CC(C)O3)c2nc(C)nn12, predict the reactants needed to synthesize it. The reactants are: CC1Cc2cc(B(O)O)ccc2O1.CCCc1c(Cc2ccc(-c3ccccc3C#N)cc2)c(=O)[nH]c2nc(C)nn12.